From a dataset of Forward reaction prediction with 1.9M reactions from USPTO patents (1976-2016). Predict the product of the given reaction. (1) Given the reactants Cl[C:2]1[C:7]([CH2:8][C:9]([O:11][CH2:12][CH3:13])=[O:10])=[CH:6][CH:5]=[CH:4][N:3]=1.[I:14][C:15]1[CH:20]=[CH:19][C:18]([N:21]=[C:22]=[S:23])=[CH:17][CH:16]=1, predict the reaction product. The product is: [CH2:12]([O:11][C:9]([C:8]1[C:7]2[C:2](=[N:3][CH:4]=[CH:5][CH:6]=2)[S:23][C:22]=1[NH:21][C:18]1[CH:19]=[CH:20][C:15]([I:14])=[CH:16][CH:17]=1)=[O:10])[CH3:13]. (2) Given the reactants [Br:1][C:2]1[C:7](F)=[C:6]([N+:9]([O-:11])=[O:10])[CH:5]=[CH:4][C:3]=1[F:12].C(=O)([O-])[O-].[NH4+].[NH4+].C[N:20](C=O)C.CCN(CC)CC, predict the reaction product. The product is: [Br:1][C:2]1[C:3]([F:12])=[CH:4][CH:5]=[C:6]([N+:9]([O-:11])=[O:10])[C:7]=1[NH2:20]. (3) Given the reactants [NH2:1][C:2]1[CH:7]=[C:6]([CH2:8][N:9]2[C:13]([CH3:15])([CH3:14])[C:12](=[O:16])[N:11]([C:17]3[CH:22]=[CH:21][C:20]([S:23]([C:26]([F:29])([F:28])[F:27])(=[O:25])=[O:24])=[CH:19][CH:18]=3)[C:10]2=[O:30])[CH:5]=[CH:4][N:3]=1.[C:31](N)(=[O:33])[CH3:32].CC1(C)C2C=CC=C(P(C3C=CC=CC=3)C3C=CC=CC=3)C=2OC2C1=CC=CC=2P(C1C=CC=CC=1)C1C=CC=CC=1.C(=O)([O-])[O-].[Cs+].[Cs+], predict the reaction product. The product is: [CH3:14][C:13]1([CH3:15])[N:9]([CH2:8][C:6]2[CH:5]=[CH:4][N:3]=[C:2]([NH:1][C:31](=[O:33])[CH3:32])[CH:7]=2)[C:10](=[O:30])[N:11]([C:17]2[CH:18]=[CH:19][C:20]([S:23]([C:26]([F:27])([F:28])[F:29])(=[O:25])=[O:24])=[CH:21][CH:22]=2)[C:12]1=[O:16]. (4) Given the reactants [Br:1][C:2]1[C:3]([NH:9][CH:10]=[N:11]O)=[N:4][C:5]([Br:8])=[CH:6][N:7]=1.C([O-])(O)=O.[Na+], predict the reaction product. The product is: [Br:8][C:5]1[N:4]2[N:11]=[CH:10][N:9]=[C:3]2[C:2]([Br:1])=[N:7][CH:6]=1. (5) Given the reactants Cl[S:2]([C:5]1[CH:6]=[C:7]([CH:11]=[CH:12][CH:13]=1)[C:8](Cl)=[O:9])(=[O:4])=[O:3].[CH2:14]1[NH:19][CH2:18][CH2:17][N:16]2[CH2:20][CH2:21][CH2:22][C@@H:15]12.C(=O)([O-])[O-].[Na+].[Na+].[F:29][C:30]1[CH:36]=[CH:35][CH:34]=[C:33]([F:37])[C:31]=1[NH2:32], predict the reaction product. The product is: [F:29][C:30]1[CH:36]=[CH:35][CH:34]=[C:33]([F:37])[C:31]=1[NH:32][S:2]([C:5]1[CH:13]=[CH:12][CH:11]=[C:7]([C:8]([N:19]2[CH2:18][CH2:17][N:16]3[CH2:20][CH2:21][CH2:22][C@H:15]3[CH2:14]2)=[O:9])[CH:6]=1)(=[O:4])=[O:3].